Dataset: Catalyst prediction with 721,799 reactions and 888 catalyst types from USPTO. Task: Predict which catalyst facilitates the given reaction. (1) Reactant: [F:1][C@@:2]1([CH2:15][NH:16][C:17]2[N:26]=[C:25]([C:27]3[CH:28]=[N:29][N:30]([CH2:32][O:33][CH3:34])[CH:31]=3)[CH:24]=[C:23]3[C:18]=2[CH:19]=[CH:20][CH:21]=[N:22]3)[CH2:7][CH2:6][CH2:5][N:4](C(OC(C)(C)C)=O)[CH2:3]1.FC(F)(F)C(O)=O. Product: [F:1][C@@:2]1([CH2:15][NH:16][C:17]2[C:18]3[CH:19]=[CH:20][CH:21]=[N:22][C:23]=3[CH:24]=[C:25]([C:27]3[CH:28]=[N:29][N:30]([CH2:32][O:33][CH3:34])[CH:31]=3)[N:26]=2)[CH2:7][CH2:6][CH2:5][NH:4][CH2:3]1. The catalyst class is: 2. (2) Reactant: [Br:1][C:2]1[C:3]([CH3:10])=[C:4](N)[C:5]([Cl:8])=[N:6][CH:7]=1.Cl.N([O-])=[O:13].[Na+].[S:16]([Cl:19])(Cl)=[O:17]. Product: [Br:1][C:2]1[C:3]([CH3:10])=[C:4]([S:16]([Cl:19])(=[O:17])=[O:13])[C:5]([Cl:8])=[N:6][CH:7]=1. The catalyst class is: 6. (3) Reactant: [CH3:1][O-].[Na+].[C:4]1(=O)[CH2:10][CH2:9][CH2:8][CH2:7][CH2:6][CH2:5]1.C([O:14][CH2:15][CH3:16])=O. Product: [CH3:1][C:6]1([CH3:5])[CH2:7][CH2:8][CH2:9][CH2:10][CH2:4]/[C:16]/1=[CH:15]\[OH:14]. The catalyst class is: 11.